Dataset: Catalyst prediction with 721,799 reactions and 888 catalyst types from USPTO. Task: Predict which catalyst facilitates the given reaction. Reactant: [Cl:1][C:2]1[CH:3]=[CH:4][C:5]([C@:8]([C:17]2[CH:22]=[C:21]([C:23]([F:26])([F:25])[F:24])[CH:20]=[C:19]([F:27])[CH:18]=2)([NH2:16])[CH2:9][C:10]2[CH:15]=[CH:14][CH:13]=[CH:12][CH:11]=2)=[N:6][CH:7]=1.[F:28][C:29]([F:34])([F:33])[C@@H:30]1[CH2:32][O:31]1. The catalyst class is: 10. Product: [Cl:1][C:2]1[CH:3]=[CH:4][C:5]([C@@:8]([NH:16][CH2:32][C@@H:30]([OH:31])[C:29]([F:34])([F:33])[F:28])([C:17]2[CH:22]=[C:21]([C:23]([F:26])([F:24])[F:25])[CH:20]=[C:19]([F:27])[CH:18]=2)[CH2:9][C:10]2[CH:11]=[CH:12][CH:13]=[CH:14][CH:15]=2)=[N:6][CH:7]=1.